The task is: Predict which catalyst facilitates the given reaction.. This data is from Catalyst prediction with 721,799 reactions and 888 catalyst types from USPTO. Reactant: [F:1][P-:2]([F:7])([F:6])([F:5])([F:4])[F:3].F[C:9]1[CH:14]=[CH:13][C:12]([C:15]2[CH:16]=[CH:17][CH:18]=[C:19]3[C:28]=2[S:27][C:26]2[CH:25]=[CH:24][CH:23]=[CH:22][C:21]=2[SH+:20]3)=[CH:11][CH:10]=1.[CH2:29]([OH:32])[CH2:30][OH:31].[OH-].[K+].O. Product: [F:1][P-:2]([F:7])([F:6])([F:5])([F:4])[F:3].[OH:31][CH2:30][CH2:29][O:32][C:9]1[CH:14]=[CH:13][C:12]([C:15]2[CH:16]=[CH:17][CH:18]=[C:19]3[C:28]=2[S:27][C:26]2[CH:25]=[CH:24][CH:23]=[CH:22][C:21]=2[SH+:20]3)=[CH:11][CH:10]=1. The catalyst class is: 4.